Dataset: Reaction yield outcomes from USPTO patents with 853,638 reactions. Task: Predict the reaction yield, written as a fraction of the theoretical maximum amount of product (1.0 means a 100% yield; for example, 0.34 means a 34% yield). The yield is 0.770. The product is [CH3:6][C:2]([C:7]1[CH:12]=[CH:11][CH:10]=[CH:9][CH:8]=1)([CH3:1])[CH2:3][OH:4]. The catalyst is C1COCC1. The reactants are [CH3:1][C:2]([C:7]1[CH:12]=[CH:11][CH:10]=[CH:9][CH:8]=1)([CH3:6])[C:3](O)=[O:4].CSC.B.CO.O.